Dataset: Reaction yield outcomes from USPTO patents with 853,638 reactions. Task: Predict the reaction yield, written as a fraction of the theoretical maximum amount of product (1.0 means a 100% yield; for example, 0.34 means a 34% yield). (1) The reactants are [N:1]1[CH:6]=[CH:5][CH:4]=[CH:3][C:2]=1[CH2:7][CH2:8][CH2:9][OH:10].C[N+]1([O-])CCOCC1. The catalyst is C(Cl)Cl.CCC[N+](CCC)(CCC)CCC.[O-][Ru](=O)(=O)=O. The product is [N:1]1[CH:6]=[CH:5][CH:4]=[CH:3][C:2]=1[CH2:7][CH2:8][CH:9]=[O:10]. The yield is 0.0110. (2) The reactants are [Br:1][C:2]1[CH:7]=[CH:6][C:5]([CH2:8]Br)=[C:4]([F:10])[CH:3]=1.[C-:11]#[N:12].[K+]. The catalyst is CN(C=O)C.O. The product is [Br:1][C:2]1[CH:7]=[CH:6][C:5]([CH2:8][C:11]#[N:12])=[C:4]([F:10])[CH:3]=1. The yield is 0.870.